This data is from Catalyst prediction with 721,799 reactions and 888 catalyst types from USPTO. The task is: Predict which catalyst facilitates the given reaction. (1) Reactant: [Br:1][C:2]1[CH:10]=[C:9]2[C:5]([CH2:6][C:7]3([CH2:16][CH2:15][C:14](=[O:17])[CH2:13][CH2:12]3)[C:8]2=[O:11])=[CH:4][C:3]=1[CH3:18].CC(O)C.[OH-].[Na+].Cl. Product: [Br:1][C:2]1[CH:10]=[C:9]2[C:5]([CH2:6][C:7]3([CH2:16][CH2:15][CH:14]([OH:17])[CH2:13][CH2:12]3)[C:8]2=[O:11])=[CH:4][C:3]=1[CH3:18]. The catalyst class is: 93. (2) Reactant: [N+:1]([C:4]1[CH:27]=[CH:26][C:25]([N:28]2[CH2:33][CH2:32][CH2:31][CH2:30][CH2:29]2)=[CH:24][C:5]=1[C:6]([NH:8][C:9]1[S:10][C:11]([C:14]2[CH:19]=[CH:18][CH:17]=[C:16]([C:20]([F:23])([F:22])[F:21])[CH:15]=2)=[CH:12][N:13]=1)=[O:7])([O-])=O. Product: [NH2:1][C:4]1[CH:27]=[CH:26][C:25]([N:28]2[CH2:33][CH2:32][CH2:31][CH2:30][CH2:29]2)=[CH:24][C:5]=1[C:6]([NH:8][C:9]1[S:10][C:11]([C:14]2[CH:19]=[CH:18][CH:17]=[C:16]([C:20]([F:22])([F:23])[F:21])[CH:15]=2)=[CH:12][N:13]=1)=[O:7]. The catalyst class is: 19. (3) Reactant: [CH:1]([C:3]1[C:12]([CH3:13])=[CH:11][C:6]([C:7]([O:9][CH3:10])=[O:8])=[C:5]([CH3:14])[C:4]=1[CH3:15])=[O:2].[CH2:16](O)[CH2:17][CH2:18][OH:19].O.C1(C)C=CC(S(O)(=O)=O)=CC=1.C(=O)(O)[O-].[Na+]. Product: [O:2]1[CH2:16][CH2:17][CH2:18][O:19][CH:1]1[C:3]1[C:12]([CH3:13])=[CH:11][C:6]([C:7]([O:9][CH3:10])=[O:8])=[C:5]([CH3:14])[C:4]=1[CH3:15]. The catalyst class is: 93. (4) Reactant: C(OC([N:8]1[CH2:12][C@@H:11]([CH2:13][NH:14][C:15](=[O:26])[C:16]2[CH:21]=[CH:20][CH:19]=[C:18]([C:22]([O:24][CH3:25])=[O:23])[CH:17]=2)[CH2:10][C@H:9]1[C:27]([N:29]1[CH2:33][CH2:32][S:31][CH2:30]1)=[O:28])=O)(C)(C)C. Product: [CH3:25][O:24][C:22](=[O:23])[C:18]1[CH:19]=[CH:20][CH:21]=[C:16]([C:15]([NH:14][CH2:13][C@H:11]2[CH2:10][C@@H:9]([C:27]([N:29]3[CH2:33][CH2:32][S:31][CH2:30]3)=[O:28])[NH:8][CH2:12]2)=[O:26])[CH:17]=1. The catalyst class is: 89. (5) Reactant: C([O:8][C:9]1[CH:14]=[C:13]([N:15]2[CH2:20][CH2:19][N:18](CC3C=CC=CC=3)[CH2:17][CH2:16]2)[C:12]([O:28][CH3:29])=[CH:11][C:10]=1[C:30]([OH:33])([CH3:32])[CH3:31])C1C=CC=CC=1. Product: [OH:33][C:30]([C:10]1[CH:11]=[C:12]([O:28][CH3:29])[C:13]([N:15]2[CH2:16][CH2:17][NH:18][CH2:19][CH2:20]2)=[CH:14][C:9]=1[OH:8])([CH3:31])[CH3:32]. The catalyst class is: 14. (6) Reactant: [F:1][C:2]1[CH:3]=[C:4]([OH:11])[CH:5]=[CH:6][C:7]=1[N+:8]([O-:10])=[O:9].Br[CH:13]([CH2:18][CH2:19][Br:20])[C:14]([O:16][CH3:17])=[O:15].C(=O)([O-])[O-].[K+].[K+].Cl. Product: [CH3:17][O:16][C:14](=[O:15])[CH:13]([O:11][C:4]1[CH:5]=[CH:6][C:7]([N+:8]([O-:10])=[O:9])=[C:2]([F:1])[CH:3]=1)[CH2:18][CH2:19][Br:20]. The catalyst class is: 9. (7) Reactant: [C:1]1([OH:7])[CH:6]=[CH:5][CH:4]=[CH:3][CH:2]=1.[CH2:8]([NH:10][C:11]1[CH:16]=[CH:15][CH:14]=[CH:13][CH:12]=1)[CH3:9].[CH3:17][NH:18][C:19]1[CH:24]=[CH:23][CH:22]=[CH:21][CH:20]=1.C=O. The catalyst class is: 106. Product: [CH2:8]([NH:10][C:11]1[CH:16]=[CH:15][CH:14]=[CH:13][CH:12]=1)[CH3:9].[CH3:17][NH:18][C:19]1[CH:24]=[CH:23][CH:22]=[CH:21][CH:20]=1.[CH2:1]=[O:7].[C:1]1([OH:7])[CH:6]=[CH:5][CH:4]=[CH:3][CH:2]=1. (8) The catalyst class is: 454. Product: [NH2:37][C:36](=[NH:38])[N:31]([CH3:35])[CH2:45][C:43]([NH:42][CH2:46][CH2:47][CH2:9][P+:10]([C:23]1[CH:28]=[CH:27][CH:26]=[CH:25][CH:24]=1)([C:11]1[CH:12]=[CH:13][CH:14]=[CH:15][CH:16]=1)[C:17]1[CH:22]=[CH:21][CH:20]=[CH:19][CH:18]=1)=[O:52].[Cl-:29]. Reactant: CNCC(NCC[CH2:9][P+:10]([C:23]1[CH:28]=[CH:27][CH:26]=[CH:25][CH:24]=1)([C:17]1[CH:22]=[CH:21][CH:20]=[CH:19][CH:18]=1)[C:11]1[CH:16]=[CH:15][CH:14]=[CH:13][CH:12]=1)=O.[Cl-:29].Cl.[N:31]1([C:36](=[NH:38])[NH2:37])[CH:35]=CC=N1.C([N:42]([CH2:46][CH3:47])[CH:43]([CH3:45])C)(C)C.C([O:52]C)(C)(C)C. (9) Reactant: Cl.[N+:2]([C:5]1[CH:11]=[C:10]([C:12]2[CH:13]=[CH:14][C:15]3[O:21][CH2:20][CH2:19][NH:18][CH2:17][C:16]=3[CH:22]=2)[CH:9]=[CH:8][C:6]=1[NH2:7])([O-:4])=[O:3].CCN(C(C)C)C(C)C.Cl[C:33]([O:35][CH2:36][CH:37]=[CH2:38])=[O:34]. Product: [NH2:7][C:6]1[CH:8]=[CH:9][C:10]([C:12]2[CH:13]=[CH:14][C:15]3[O:21][CH2:20][CH2:19][N:18]([C:33]([O:35][CH2:36][CH:37]=[CH2:38])=[O:34])[CH2:17][C:16]=3[CH:22]=2)=[CH:11][C:5]=1[N+:2]([O-:4])=[O:3]. The catalyst class is: 4.